This data is from Forward reaction prediction with 1.9M reactions from USPTO patents (1976-2016). The task is: Predict the product of the given reaction. Given the reactants [C:1]1([C:7]2[NH:11][CH:10]=[C:9]([CH:12]=[O:13])[CH:8]=2)[CH:6]=[CH:5][CH:4]=[CH:3][CH:2]=1.[H-].[Na+].C1OCCOCCOCCOCCOC1.[O:31]1[C:36]2[CH:37]=[CH:38][C:39]([S:41](Cl)(=[O:43])=[O:42])=[CH:40][C:35]=2[O:34][CH2:33][CH2:32]1, predict the reaction product. The product is: [O:31]1[C:36]2[CH:37]=[CH:38][C:39]([S:41]([N:11]3[C:7]([C:1]4[CH:6]=[CH:5][CH:4]=[CH:3][CH:2]=4)=[CH:8][C:9]([CH:12]=[O:13])=[CH:10]3)(=[O:43])=[O:42])=[CH:40][C:35]=2[O:34][CH2:33][CH2:32]1.